Predict the reaction yield, written as a fraction of the theoretical maximum amount of product (1.0 means a 100% yield; for example, 0.34 means a 34% yield). From a dataset of Reaction yield outcomes from USPTO patents with 853,638 reactions. (1) The reactants are [C:1]1([C:7]2[CH2:8][C:9](=O)[CH2:10][S:11][CH:12]=2)[CH:6]=[CH:5][CH:4]=[CH:3][CH:2]=1.C([O-])(=O)C.[NH4+].C([BH3-])#[N:20].[Na+]. The catalyst is CO. The product is [NH2:20][C:9]1[CH2:10][S:11][CH:12]=[C:7]([C:1]2[CH:6]=[CH:5][CH:4]=[CH:3][CH:2]=2)[CH:8]=1. The yield is 0.200. (2) The reactants are [Br:1][C:2]1[CH:23]=[CH:22][C:5]([C:6]([NH:8][C:9]2[CH:14]=[CH:13][CH:12]=[CH:11][C:10]=2[NH:15][C:16]2[CH:21]=[CH:20][CH:19]=[CH:18][CH:17]=2)=O)=[CH:4][CH:3]=1.P(Cl)(Cl)(Cl)=O. The catalyst is O1CCOCC1. The product is [Br:1][C:2]1[CH:23]=[CH:22][C:5]([C:6]2[N:15]([C:16]3[CH:21]=[CH:20][CH:19]=[CH:18][CH:17]=3)[C:10]3[CH:11]=[CH:12][CH:13]=[CH:14][C:9]=3[N:8]=2)=[CH:4][CH:3]=1. The yield is 0.900. (3) The reactants are [C:9](O[C:9]([O:11][C:12]([CH3:15])([CH3:14])[CH3:13])=[O:10])([O:11][C:12]([CH3:15])([CH3:14])[CH3:13])=[O:10].[C:16]1([C:22]([C:30]2[CH:35]=[CH:34][CH:33]=[CH:32][CH:31]=2)([CH:24]2[CH2:29][CH2:28][NH:27][CH2:26][CH2:25]2)[OH:23])[CH:21]=[CH:20][CH:19]=[CH:18][CH:17]=1.C(N(CC)CC)C. The catalyst is ClCCl. The product is [OH:23][C:22]([C:30]1[CH:35]=[CH:34][CH:33]=[CH:32][CH:31]=1)([C:16]1[CH:17]=[CH:18][CH:19]=[CH:20][CH:21]=1)[CH:24]1[CH2:29][CH2:28][N:27]([C:9]([O:11][C:12]([CH3:13])([CH3:14])[CH3:15])=[O:10])[CH2:26][CH2:25]1. The yield is 1.05.